Dataset: Experimentally validated miRNA-target interactions with 360,000+ pairs, plus equal number of negative samples. Task: Binary Classification. Given a miRNA mature sequence and a target amino acid sequence, predict their likelihood of interaction. (1) The miRNA is hsa-miR-539-5p with sequence GGAGAAAUUAUCCUUGGUGUGU. The protein sequence of the target gene is MKNQDKKNGAAKQSNPKSSPGQPEAGPEGAQERPSQAAPAVEAEGPGSSQAPRKPEGAQARTAQSGALRDVSEELSRQLEDILSTYCVDNNQGGPGEDGAQGEPAEPEDAEKSRTYVARNGEPEPTPVVNGEKEPSKGDPNTEEIRQSDEVGDRDHRRPQEKKKAKGLGKEITLLMQTLNTLSTPEEKLAALCKKYAELLEEHRNSQKQMKLLQKKQSQLVQEKDHLRGEHSKAVLARSKLESLCRELQRHNRSLKEEGVQRAREEEEKRKEVTSHFQVTLNDIQLQMEQHNERNSKLRQ.... Result: 1 (interaction). (2) The miRNA is hsa-miR-6857-3p with sequence UGACUGAGCUUCUCCCCACAG. The protein sequence of the target gene is MLNMQGAEERDIRRETCPGWVNKNKPALEQDVCKIDSSGIVVKRFQEDEYQDSTFEEKYACEGMKENSPREIAESCLFQEGGFGRITFIHKEAPPEIISQGYNFEKSLLLTSSLVTRLRVSTEESLHQWETSNIQTNDISDQSKCPTLCTQKKSWKCNECGKTFTQSSSLTQHQRTHTGERPYTCEECGKAFSRSSFLVQHQRIHTGVKPYGCEQCGKTFRCRSFLTQHQRIHTGEKPYKCNECGNSFRNHSHLTEHQRIHTGEKPYKCNRCGKAFNQNTHLIHHQRIHTGEKPYICSEC.... Result: 0 (no interaction). (3) The miRNA is hsa-miR-148b-3p with sequence UCAGUGCAUCACAGAACUUUGU. The protein sequence of the target gene is MDLGKDQSHLKHHQTPDPHQEENHSPEVIGTWSLRNRELLRKRKAEVHEKETSQWLFGEQKKRKQQRTGKGNRRGRKRQQNTELKVEPQPQIEKEIVEKALAPIEKKTEPPGSITKVFPSVASPQKVVPEEHFSEICQESNIYQENFSEYQEIAVQNHSSETCQHVSEPEDLSPKMYQEISVLQDNSSKICQDMKEPEDNSPNTCQVISVIQDHPFKMYQDMAKREDLAPKMCQEAAVPKILPCPTSEDTADLAGCSLQAYPKPDVPKGYILDTDQNPAEPEEYNETDQGIAETEGLFPK.... Result: 1 (interaction). (4) The miRNA is mmu-miR-680 with sequence GGGCAUCUGCUGACAUGGGGG. The protein sequence of the target gene is MVQAHGGRSRAQPLTLSLGAAMTQPPPEKTPAKKHVRLQERRGSNVALMLDVRSLGAVEPICSVNTPREVTLHFLRTAGHPLTRWALQRQPPSPKQLEEEFLKIPSNFVSPEDLDIPGHASKDRYKTILPNPQSRVCLGRAQSQEDGDYINANYIRGYDGKEKVYIATQGPMPNTVSDFWEMVWQEEVSLIVMLTQLREGKEKCVHYWPTEEETYGPFQIRIQDMKECPEYTVRQLTIQYQEERRSVKHILFSAWPDHQTPESAGPLLRLVAEVEESPETAAHPGPIVVHCSAGIGRTGC.... Result: 0 (no interaction). (5) The miRNA is hsa-miR-1272 with sequence GAUGAUGAUGGCAGCAAAUUCUGAAA. The protein sequence of the target gene is MRAVLAREMDGRRVLGRFWSGWRRGLGVRPVPEDAGFGTEARHQRQPRGSCQRSGPLGDQPFAGLLPKNLSREELVDALRAAVVDRKGPLVTLNKPQGLPVTGKPGELTLFSVLPELSQSLGLREQELQVVRASGKESSGLVLLSSCPQTASRLQKYFTHARRAQRPTATYCAVTDGIPAASEGKIQAALKLEHIDGVNLTVPVKAPSRKDILEGVKKTLSHFRVVATGSGCALVQLQPLTVFSSQLQVHMVLQLCPVLGDHMYSARVGTVLGQRFLLPAENNKPQRQVLDEALLRRLHL.... Result: 0 (no interaction). (6) The miRNA is hsa-miR-216a-5p with sequence UAAUCUCAGCUGGCAACUGUGA. The protein sequence of the target gene is MALEMRLPKARKPLSESLGRDSKKHLVVPGDTITTDTGFMRGHGTYMGEEKLIASVAGSVERVNKLICVKALKTRYNGEVGDIVVGRITEVQQKRWKVETNSRLDSVLLLSSMNLPGGELRRRSAEDELAMRGFLQEGDLISAEVQAVFSDGAVSLHTRSLKYGKLGQGVLVQVSPSLVKRQKTHFHDLPCGASVILGNNGFIWIYPTPEHKDEDAGGFIANLEPVALSDREVISRLRNCVVLLVTQRMMLFDTSILYCYEASLAHQIKDILKPEVMEEIMLETRQRLLDQEG. Result: 0 (no interaction). (7) The miRNA is hsa-let-7d-3p with sequence CUAUACGACCUGCUGCCUUUCU. The protein sequence of the target gene is MMALTSLACLHALFPFVSPARNISLKCMQDTDEFLSDLNSLKPKEYALRMYDSVGKLGSNVLTGNVDRLGSYSECLSTRSPKGSFRGQYCKLHILQDGTDYSVGVCVPDSCAEEDVTMMSQLGTLKFRNTSFLEPSLSLFTKDSSSSCEVVARCAAGAMSPDMFASVCLFITLLGLVLPVAGTVYMVARDWGLDLRTSSVHGTPPTSCESLPLRNMESNRQRSRASCQVQLPPPGAPSRGRRFLGAVDEVLQCFSWQKNMPAICSPELPGGTCRTLNGIRVLSLLWVISGHTSQMTAWLS.... Result: 0 (no interaction). (8) The miRNA is hsa-miR-1299 with sequence UUCUGGAAUUCUGUGUGAGGGA. The protein sequence of the target gene is MARTWLLLLLGVRCQALPSGIAGTPFPSLAPPITLLVDGRQHMLVVCLVLDAAPPGLDNPVWFSAGNGSALDAFTYGPSLAPDGTWTSLAQLSLPSEELEAWEPLVCHTRPGAGGQNRSTHPLQLSGESSTARSCFPEPLGGTQRQVLWLSLLRLLLFKLLLLDVLLTCSHLRLHVLAGQHLQPPPSRKSLPPTHRIWT. Result: 0 (no interaction).